This data is from Forward reaction prediction with 1.9M reactions from USPTO patents (1976-2016). The task is: Predict the product of the given reaction. (1) Given the reactants [CH3:1][O:2][C:3]1[CH:4]=[C:5]([C:11](=[O:22])[CH2:12][CH2:13][CH2:14][CH2:15][C:16]#[C:17][Si:18]([CH3:21])([CH3:20])[CH3:19])[CH:6]=[C:7]([O:9][CH3:10])[CH:8]=1.[CH3:23][Mg]Br.[Cl-].[NH4+], predict the reaction product. The product is: [CH3:10][O:9][C:7]1[CH:6]=[C:5]([C:11]([OH:22])([CH3:23])[CH2:12][CH2:13][CH2:14][CH2:15][C:16]#[C:17][Si:18]([CH3:21])([CH3:20])[CH3:19])[CH:4]=[C:3]([O:2][CH3:1])[CH:8]=1. (2) Given the reactants Br[C:2]1[C:7]([CH3:8])=[CH:6][CH:5]=[CH:4][N:3]=1, predict the reaction product. The product is: [CH3:8][C:7]1[C:2]([C:2]2[CH:7]=[CH:6][CH:5]=[CH:4][N:3]=2)=[N:3][CH:4]=[CH:5][CH:6]=1.